This data is from Full USPTO retrosynthesis dataset with 1.9M reactions from patents (1976-2016). The task is: Predict the reactants needed to synthesize the given product. (1) Given the product [C:14]1([C:17]2[CH:22]=[CH:21][CH:20]=[CH:19][CH:18]=2)[CH:13]=[CH:12][C:11]([CH2:10][N:8]2[CH:9]=[C:5]([C:3]([OH:4])=[O:2])[N:6]=[N:7]2)=[CH:16][CH:15]=1, predict the reactants needed to synthesize it. The reactants are: C[O:2][C:3]([C:5]1[N:6]=[N:7][N:8]([CH2:10][C:11]2[CH:16]=[CH:15][C:14]([C:17]3[CH:22]=[CH:21][CH:20]=[CH:19][CH:18]=3)=[CH:13][CH:12]=2)[CH:9]=1)=[O:4].O.[OH-].[Li+]. (2) Given the product [CH2:1]([CH:3]([C:6]1[C:14]2[NH:13][C:12](=[O:15])[N:11]([CH2:22][C:21]3[CH:24]=[CH:25][C:18]([O:17][CH3:16])=[CH:19][CH:20]=3)[C:10]=2[CH:9]=[CH:8][CH:7]=1)[CH2:4][CH3:5])[CH3:2], predict the reactants needed to synthesize it. The reactants are: [CH2:1]([CH:3]([C:6]1[C:14]2[NH:13][C:12](=[O:15])[NH:11][C:10]=2[CH:9]=[CH:8][CH:7]=1)[CH2:4][CH3:5])[CH3:2].[CH3:16][O:17][C:18]1[CH:25]=[CH:24][C:21]([CH2:22]Cl)=[CH:20][CH:19]=1.C(=O)([O-])[O-].[K+].[K+].